Task: Predict which catalyst facilitates the given reaction.. Dataset: Catalyst prediction with 721,799 reactions and 888 catalyst types from USPTO Reactant: [CH3:1][O:2][C:3]1[CH:24]=[CH:23][C:6]([CH2:7][N:8]2[C:12]([N:13]([CH2:18][CH2:19][CH2:20][C:21]#[N:22])[N:14]=C(C)C)=[N:11][N:10]=[N:9]2)=[CH:5][CH:4]=1.[N-:25]=[N+:26]=[N-:27].[Na+].[Cl-].[NH4+]. Product: [NH:22]1[C:21]([CH2:20][CH2:19][CH2:18][N:13]([C:12]2[N:8]([CH2:7][C:6]3[CH:5]=[CH:4][C:3]([O:2][CH3:1])=[CH:24][CH:23]=3)[N:9]=[N:10][N:11]=2)[NH2:14])=[N:27][N:26]=[N:25]1. The catalyst class is: 9.